Predict the reaction yield, written as a fraction of the theoretical maximum amount of product (1.0 means a 100% yield; for example, 0.34 means a 34% yield). From a dataset of Reaction yield outcomes from USPTO patents with 853,638 reactions. (1) The reactants are C(Cl)CCl.N[C:6]1[C:11](/[CH:12]=[CH:13]/[C:14]([OH:16])=O)=[CH:10][CH:9]=[CH:8][N:7]=1.Cl.[CH3:18][C:19]1[C:27]2[C:22](=[CH:23][CH:24]=[CH:25][CH:26]=2)[CH2:21][C:20]=1[CH2:28][NH:29][CH3:30].C1C=CC2N(O)N=[N:37]C=2C=1.O.C(N(CC)CC)C. The catalyst is CN(C=O)C. The product is [NH2:37][C:8]1[N:7]=[CH:6][C:11](/[CH:12]=[CH:13]/[C:14]([N:29]([CH3:30])[CH2:28][C:20]2[CH2:21][C:22]3[C:27]([C:19]=2[CH3:18])=[CH:26][CH:25]=[CH:24][CH:23]=3)=[O:16])=[CH:10][CH:9]=1. The yield is 0.520. (2) The reactants are COC([C:5]1[CH:10]([CH3:11])[CH2:9][C:8](=[O:12])[CH2:7][C:6]=1[OH:13])=O.OS(O)(=O)=O. The catalyst is [OH-].[Na+]. The product is [CH3:11][CH:10]1[CH2:9][C:8](=[O:12])[CH2:7][C:6](=[O:13])[CH2:5]1. The yield is 0.490.